From a dataset of HIV replication inhibition screening data with 41,000+ compounds from the AIDS Antiviral Screen. Binary Classification. Given a drug SMILES string, predict its activity (active/inactive) in a high-throughput screening assay against a specified biological target. (1) The drug is O=C(NCCCCNCCCNC(=O)c1ccccc1)c1ccccc1. The result is 0 (inactive). (2) The drug is CCOP(=O)(OCC)c1ccc[nH]1. The result is 0 (inactive). (3) The compound is CC12CC(=O)NC(=O)N1CCS2. The result is 1 (active). (4) The result is 0 (inactive). The drug is COc1cc(C=C2NC(=O)N(C=C3C(=O)Oc4ccccc4C3=O)C2=O)ccc1O. (5) The drug is CC1=C(C(=O)Nc2ccccc2C)C(c2ccccc2O)C(C(=O)Nc2ccccc2C)=C(C)N1. The result is 0 (inactive).